Dataset: Full USPTO retrosynthesis dataset with 1.9M reactions from patents (1976-2016). Task: Predict the reactants needed to synthesize the given product. Given the product [CH3:28][NH:27][CH:24]1[CH2:25][CH2:26][N:21]([C:18]2[CH:19]=[CH:20][CH:15]=[CH:16][CH:17]=2)[CH2:22][CH2:23]1, predict the reactants needed to synthesize it. The reactants are: ClC(OC(=O)OC(Cl)(Cl)Cl)(Cl)Cl.CO[C:15]1[CH:20]=[CH:19][C:18]([N:21]2[CH2:26][CH2:25][CH:24]([NH:27][CH3:28])[CH2:23][CH2:22]2)=[CH:17][CH:16]=1.C(=O)([O-])[O-].[Na+].[Na+].